This data is from Full USPTO retrosynthesis dataset with 1.9M reactions from patents (1976-2016). The task is: Predict the reactants needed to synthesize the given product. (1) Given the product [NH2:1][C:2]1[C:3]([I:24])=[C:4]([CH:7]=[C:8]([O:11][CH2:12][C:13]2[CH:18]=[CH:17][CH:16]=[CH:15][CH:14]=2)[C:9]=1[CH3:10])[C:5]#[N:6], predict the reactants needed to synthesize it. The reactants are: [NH2:1][C:2]1[CH:3]=[C:4]([CH:7]=[C:8]([O:11][CH2:12][C:13]2[CH:18]=[CH:17][CH:16]=[CH:15][CH:14]=2)[C:9]=1[CH3:10])[C:5]#[N:6].C([O-])([O-])=O.[Ca+2].[I:24](Cl)(=O)=O.I(Cl)(=O)=O.C([N+](C)(C)C)C1C=CC=CC=1. (2) Given the product [C:26]([C@@H:24]([C@H:22]([C:21]([OH:30])=[O:29])[OH:23])[OH:25])([OH:28])=[O:27].[Cl:1][C:2]1[CH:12]=[CH:11][C:5]2[CH2:6][CH2:7][NH:8][CH2:9][CH2:10][C:4]=2[C:3]=1[CH2:13][S:14][C:15]1[NH:16][C:17]([CH3:20])=[N:18][CH:19]=1, predict the reactants needed to synthesize it. The reactants are: [Cl:1][C:2]1[CH:12]=[CH:11][C:5]2[CH2:6][CH2:7][NH:8][CH2:9][CH2:10][C:4]=2[C:3]=1[CH2:13][S:14][C:15]1[NH:16][C:17]([CH3:20])=[N:18][CH:19]=1.[C:21]([OH:30])(=[O:29])[C@@H:22]([C@H:24]([C:26]([OH:28])=[O:27])[OH:25])[OH:23]. (3) Given the product [CH2:24]([O:23][C:21]([CH2:20][N:13]1[CH:14]=[CH:15][C:10]([NH:9][C:1](=[O:8])[C:2]2[CH:7]=[CH:6][CH:5]=[CH:4][CH:3]=2)=[N:11][C:12]1=[O:16])=[O:22])[CH3:25], predict the reactants needed to synthesize it. The reactants are: [C:1]([NH:9][C:10]1[CH:15]=[CH:14][NH:13][C:12](=[O:16])[N:11]=1)(=[O:8])[C:2]1[CH:7]=[CH:6][CH:5]=[CH:4][CH:3]=1.[H-].[Na+].Br[CH2:20][C:21]([O:23][CH2:24][CH3:25])=[O:22].CO. (4) Given the product [F:28][C:27]([F:30])([F:29])[S:24]([O:13][CH2:12][CH2:11][CH:8]1[CH2:9][CH2:10][N:5]([C:3](=[O:4])[C:2]([F:1])([F:14])[F:15])[CH2:6][CH2:7]1)(=[O:26])=[O:25], predict the reactants needed to synthesize it. The reactants are: [F:1][C:2]([F:15])([F:14])[C:3]([N:5]1[CH2:10][CH2:9][CH:8]([CH2:11][CH2:12][OH:13])[CH2:7][CH2:6]1)=[O:4].N1C(C)=CC=CC=1C.[S:24](O[S:24]([C:27]([F:30])([F:29])[F:28])(=[O:26])=[O:25])([C:27]([F:30])([F:29])[F:28])(=[O:26])=[O:25]. (5) Given the product [C:24](=[O:28])=[O:25].[Cl:9][C:5]1[C:4]2[N:10]=[CH:11][NH:12][C:3]=2[C:2]([C:34]([OH:37])=[O:36])=[C:7]([Cl:8])[N:6]=1, predict the reactants needed to synthesize it. The reactants are: Br[C:2]1[C:3]2[NH:12][CH:11]=[N:10][C:4]=2[C:5]([Cl:9])=[N:6][C:7]=1[Cl:8].BrC1C(N)=C(N)C(Cl)=NC=1Cl.[CH:24](OCC)([O:28]CC)[O:25]CC.[C:34]([O:37]C(=O)C)(=[O:36])C.CN(C)CCN(C)C.C([Li])CCC. (6) The reactants are: Cl[C:2]1[N:7]=[CH:6][N:5]=[C:4]2[C:8]3[C:9](=[N:11][C:12]([N:22]4[CH2:27][CH2:26][O:25][CH2:24][CH2:23]4)=[C:13]4[CH2:18][O:17][C:16]([CH2:20][CH3:21])([CH3:19])[CH2:15][C:14]=34)[S:10][C:3]=12.[N:28]1[CH:33]=[CH:32][CH:31]=[C:30]([CH2:34][NH2:35])[CH:29]=1. Given the product [CH2:20]([C:16]1([CH3:19])[O:17][CH2:18][C:13]2=[C:12]([N:22]3[CH2:27][CH2:26][O:25][CH2:24][CH2:23]3)[N:11]=[C:9]3[S:10][C:3]4[C:4](=[N:5][CH:6]=[N:7][C:2]=4[NH:35][CH2:34][C:30]4[CH:29]=[N:28][CH:33]=[CH:32][CH:31]=4)[C:8]3=[C:14]2[CH2:15]1)[CH3:21], predict the reactants needed to synthesize it. (7) Given the product [OH:14][CH2:13][C:12]1[C:7]2[CH2:6][CH2:5][C:4]3[CH:18]=[CH:19][CH:20]=[CH:21][C:3]=3[CH:2]([OH:1])[C:8]=2[CH:9]=[CH:10][CH:11]=1, predict the reactants needed to synthesize it. The reactants are: [O:1]=[C:2]1[C:8]2[CH:9]=[CH:10][CH:11]=[C:12]([C:13](OCC)=[O:14])[C:7]=2[CH2:6][CH2:5][C:4]2[CH:18]=[CH:19][CH:20]=[CH:21][C:3]1=2.[H-].[Al+3].[Li+].[H-].[H-].[H-].O.[OH-].[K+]. (8) Given the product [Cl:1][C:2]1[CH:3]=[C:4]2[C:9](=[CH:10][C:11]=1[NH:12][C:13](=[O:15])[CH3:14])[O:8][CH:7]([C:16]1[C:21]([F:22])=[CH:20][CH:19]=[CH:18][N:17]=1)[CH2:6][CH2:5]2, predict the reactants needed to synthesize it. The reactants are: [Cl:1][C:2]1[CH:3]=[C:4]2[C:9](=[CH:10][C:11]=1[NH:12][C:13](=[O:15])[CH3:14])[O:8][CH:7]([C:16]1[C:21]([F:22])=[CH:20][CH:19]=[CH:18][N:17]=1)[CH2:6][C:5]2=O.C([SiH](CC)CC)C. (9) Given the product [O:21]=[C:15]1[CH:14]([N:8]2[CH2:7][C:6]3[C:10](=[CH:11][CH:12]=[C:4]([CH2:3][NH:2][C:24](=[O:25])[C:23]([F:34])([F:22])[C:27]4[CH:32]=[CH:31][CH:30]=[C:29]([F:33])[CH:28]=4)[CH:5]=3)[C:9]2=[O:13])[CH2:19][CH2:18][C:17](=[O:20])[NH:16]1, predict the reactants needed to synthesize it. The reactants are: Cl.[NH2:2][CH2:3][C:4]1[CH:5]=[C:6]2[C:10](=[CH:11][CH:12]=1)[C:9](=[O:13])[N:8]([CH:14]1[CH2:19][CH2:18][C:17](=[O:20])[NH:16][C:15]1=[O:21])[CH2:7]2.[F:22][C:23]([F:34])([C:27]1[CH:32]=[CH:31][CH:30]=[C:29]([F:33])[CH:28]=1)[C:24](O)=[O:25].F[P-](F)(F)(F)(F)F.CN(C(N(C)C)=[N+]1C2C(=NC=CC=2)[N+]([O-])=N1)C.C(N(CC)C(C)C)(C)C.